Task: Predict the product of the given reaction.. Dataset: Forward reaction prediction with 1.9M reactions from USPTO patents (1976-2016) (1) Given the reactants [C:1](=[O:8])([O:3][C:4]([CH3:7])([CH3:6])[CH3:5])[NH2:2].[Br:9][C:10]1[CH:15]=[C:14]([CH3:16])[CH:13]=[C:12](Br)[N:11]=1.CC(C)([O-])C.[Na+], predict the reaction product. The product is: [Br:9][C:10]1[N:11]=[C:12]([NH:2][C:1](=[O:8])[O:3][C:4]([CH3:7])([CH3:6])[CH3:5])[CH:13]=[C:14]([CH3:16])[CH:15]=1. (2) Given the reactants [CH:1]1([N:6]2[CH2:11][CH2:10][N:9]([C:12]([C:14]3[CH:15]=[C:16]4[C:20](=[CH:21][CH:22]=3)[NH:19][C:18]([C:23]([N:25]3[CH2:30][CH2:29][C:28]([F:32])([F:31])[CH2:27][CH2:26]3)=[O:24])=[CH:17]4)=[O:13])[CH2:8][CH2:7]2)[CH2:5][CH2:4][CH2:3][CH2:2]1.[F:33][C:34]1[CH:35]=[C:36](B(O)O)[CH:37]=[CH:38][CH:39]=1.N1C=CC=CC=1, predict the reaction product. The product is: [CH:1]1([N:6]2[CH2:7][CH2:8][N:9]([C:12]([C:14]3[CH:15]=[C:16]4[C:20](=[CH:21][CH:22]=3)[N:19]([C:38]3[CH:37]=[CH:36][CH:35]=[C:34]([F:33])[CH:39]=3)[C:18]([C:23]([N:25]3[CH2:26][CH2:27][C:28]([F:31])([F:32])[CH2:29][CH2:30]3)=[O:24])=[CH:17]4)=[O:13])[CH2:10][CH2:11]2)[CH2:5][CH2:4][CH2:3][CH2:2]1. (3) Given the reactants C1N2CN3CN(C2)CN1C3.OC1C(OC)=CC(C=O)=C(C)C=1C=O.[OH:25][C:26]1[C:33]([O:34][CH3:35])=[CH:32][C:29]([C:30]#[N:31])=[C:28]([CH3:36])[C:27]=1[C:37]#[N:38].Cl.NO.[Br:42]N1C(=O)CCC1=O, predict the reaction product. The product is: [Br:42][CH2:36][C:28]1[C:27]([C:37]#[N:38])=[C:26]([OH:25])[C:33]([O:34][CH3:35])=[CH:32][C:29]=1[C:30]#[N:31]. (4) The product is: [C:31]1([S:28]([N:19]([CH2:18][C:15]2[CH:16]=[CH:17][C:12]([C:9]([P:4](=[O:3])([OH:8])[OH:5])([F:10])[F:11])=[C:13]([Br:37])[CH:14]=2)[C:20]2[CH:25]=[CH:24][C:23]([Cl:26])=[C:22]([Cl:27])[CH:21]=2)(=[O:29])=[O:30])[CH:36]=[CH:35][CH:34]=[CH:33][CH:32]=1. Given the reactants C([O:3][P:4]([C:9]([C:12]1[CH:17]=[CH:16][C:15]([CH2:18][N:19]([S:28]([C:31]2[CH:36]=[CH:35][CH:34]=[CH:33][CH:32]=2)(=[O:30])=[O:29])[C:20]2[CH:25]=[CH:24][C:23]([Cl:26])=[C:22]([Cl:27])[CH:21]=2)=[CH:14][C:13]=1[Br:37])([F:11])[F:10])(=[O:8])[O:5]CC)C.C[Si](N([Si](C)(C)C)C(=O)C(F)(F)F)(C)C.I[Si](C)(C)C, predict the reaction product. (5) The product is: [CH2:1]([O:4][C:5]1([CH3:34])[CH2:10][CH2:9][N:8]([C:11]2[N:16]3[CH:17]=[C:18]([C:20]4[CH:25]=[CH:24][CH:23]=[C:22]([Br:26])[CH:21]=4)[N:19]=[C:15]3[CH:14]=[C:13]([CH3:27])[C:12]=2[C@H:28]([OH:33])[C:29]([O:31][CH3:32])=[O:30])[CH2:7][CH2:6]1)[CH:2]=[CH2:3]. Given the reactants [CH2:1]([O:4][C:5]1([CH3:34])[CH2:10][CH2:9][N:8]([C:11]2[N:16]3[CH:17]=[C:18]([C:20]4[CH:25]=[CH:24][CH:23]=[C:22]([Br:26])[CH:21]=4)[N:19]=[C:15]3[CH:14]=[C:13]([CH3:27])[C:12]=2[C:28](=[O:33])[C:29]([O:31][CH3:32])=[O:30])[CH2:7][CH2:6]1)[CH:2]=[CH2:3].C(C1(C)CCN(C2N3C=C(C(OCC)=O)N=C3C=C(C)C=2[C@H](O)C(OC)=O)CC1)CC=C, predict the reaction product. (6) Given the reactants [H-].[Na+].[NH:3]1[CH2:7][CH2:6][NH:5][C:4]1=[C:8]([C:11]#[N:12])[C:9]#[N:10].[C:13]([O:17][C:18]([N:20]1[CH2:25][CH2:24][CH:23]([CH2:26]OS(C)(=O)=O)[CH2:22][CH2:21]1)=[O:19])([CH3:16])([CH3:15])[CH3:14].[Cl-].[NH4+:33], predict the reaction product. The product is: [C:13]([O:17][C:18]([N:33]1[CH2:25][CH2:24][CH:23]([CH2:26][N:3]2[CH2:7][CH2:6][N:5]([CH2:26][CH:23]3[CH2:22][CH2:21][N:20]([C:18]([O:17][C:13]([CH3:14])([CH3:15])[CH3:16])=[O:19])[CH2:25][CH2:24]3)[C:4]2=[C:8]([C:11]#[N:12])[C:9]#[N:10])[CH2:22][CH2:21]1)=[O:19])([CH3:14])([CH3:16])[CH3:15]. (7) Given the reactants Cl[C:2]1[N:3]=[N:4][C:5]([C:8]2[CH:9]=[N:10][N:11]([CH2:13][O:14][CH2:15][CH2:16][Si:17]([CH3:20])([CH3:19])[CH3:18])[CH:12]=2)=[CH:6][CH:7]=1.O.[NH2:22][NH2:23], predict the reaction product. The product is: [CH3:18][Si:17]([CH3:20])([CH3:19])[CH2:16][CH2:15][O:14][CH2:13][N:11]1[CH:12]=[C:8]([C:5]2[N:4]=[N:3][C:2]([NH:22][NH2:23])=[CH:7][CH:6]=2)[CH:9]=[N:10]1. (8) Given the reactants [NH2:1]/[C:2](=[N:26]\[O:27][C:28]([CH:30]1[CH2:35][CH2:34][CH2:33][N:32]([C:36]([O:38][C:39]([CH3:42])([CH3:41])[CH3:40])=[O:37])[CH2:31]1)=O)/[C:3]1[NH:25][C:6]2=[N:7][CH:8]=[C:9]([Cl:24])[C:10]([C:11]3[S:15][C:14]([C:16]4([O:20][CH2:21][O:22][CH3:23])[CH2:19][CH2:18][CH2:17]4)=[N:13][CH:12]=3)=[C:5]2[CH:4]=1, predict the reaction product. The product is: [Cl:24][C:9]1[C:10]([C:11]2[S:15][C:14]([C:16]3([O:20][CH2:21][O:22][CH3:23])[CH2:17][CH2:18][CH2:19]3)=[N:13][CH:12]=2)=[C:5]2[CH:4]=[C:3]([C:2]3[N:1]=[C:28]([CH:30]4[CH2:35][CH2:34][CH2:33][N:32]([C:36]([O:38][C:39]([CH3:40])([CH3:41])[CH3:42])=[O:37])[CH2:31]4)[O:27][N:26]=3)[NH:25][C:6]2=[N:7][CH:8]=1. (9) The product is: [CH3:19][O:20][C:21]1[CH:26]=[CH:25][CH:24]=[C:23]([C:27]2[CH:32]=[CH:31][CH:30]=[CH:29][C:28]=2[CH3:33])[C:22]=1[CH2:34][CH2:35][N:1]1[CH2:2][CH2:3][CH:4]([N:7]2[C:15]3[C:10](=[CH:11][CH:12]=[C:13]([C:16]([NH2:18])=[O:17])[CH:14]=3)[CH:9]=[CH:8]2)[CH2:5][CH2:6]1. Given the reactants [NH:1]1[CH2:6][CH2:5][CH:4]([N:7]2[C:15]3[C:10](=[CH:11][CH:12]=[C:13]([C:16]([NH2:18])=[O:17])[CH:14]=3)[CH:9]=[CH:8]2)[CH2:3][CH2:2]1.[CH3:19][O:20][C:21]1[CH:26]=[CH:25][CH:24]=[C:23]([C:27]2[CH:32]=[CH:31][CH:30]=[CH:29][C:28]=2[CH3:33])[C:22]=1[CH2:34][CH:35]=O.C(O[BH-](OC(=O)C)OC(=O)C)(=O)C.[Na+].[OH-].[Na+], predict the reaction product.